From a dataset of Forward reaction prediction with 1.9M reactions from USPTO patents (1976-2016). Predict the product of the given reaction. (1) Given the reactants [NH2:1][C:2]1[CH:3]=[C:4]([C:10]([C:14]2[CH:19]=[CH:18][C:17]([O:20][CH3:21])=[C:16]([O:22][CH2:23][CH3:24])[CH:15]=2)=[CH:11][C:12]#[N:13])[CH:5]=[CH:6][C:7]=1[O:8][CH3:9].C1(N=C=NC2CCCCC2)CCCCC1.ON1C2C=CC=CC=2N=N1.[C:50]([NH:57][CH2:58][C:59](O)=[O:60])([O:52][C:53]([CH3:56])([CH3:55])[CH3:54])=[O:51], predict the reaction product. The product is: [C:53]([O:52][C:50](=[O:51])[NH:57][CH2:58][C:59](=[O:60])[NH:1][C:2]1[CH:3]=[C:4]([C:10]([C:14]2[CH:19]=[CH:18][C:17]([O:20][CH3:21])=[C:16]([O:22][CH2:23][CH3:24])[CH:15]=2)=[CH:11][C:12]#[N:13])[CH:5]=[CH:6][C:7]=1[O:8][CH3:9])([CH3:56])([CH3:54])[CH3:55]. (2) Given the reactants [CH3:1][O:2][C:3]1[CH:4]=[C:5]2[C:10](=[CH:11][C:12]=1[O:13][CH3:14])[N:9]=[CH:8][CH:7]=[C:6]2[O:15][C:16]1[C:22]([CH3:23])=[CH:21][C:19]([NH2:20])=[C:18]([CH3:24])[CH:17]=1.C1(C)C=CC=CC=1.C(N(CC)CC)C.ClC(Cl)(O[C:43](=[O:49])[O:44][C:45](Cl)(Cl)Cl)Cl.[Cl:51][C:52]1[CH:62]=[CH:61][C:55]([O:56][CH2:57][CH2:58]CO)=[CH:54][CH:53]=1, predict the reaction product. The product is: [CH3:1][O:2][C:3]1[CH:4]=[C:5]2[C:10](=[CH:11][C:12]=1[O:13][CH3:14])[N:9]=[CH:8][CH:7]=[C:6]2[O:15][C:16]1[C:22]([CH3:23])=[CH:21][C:19]([NH:20][C:43](=[O:49])[O:44][CH2:45][CH2:58][CH2:57][O:56][C:55]2[CH:61]=[CH:62][C:52]([Cl:51])=[CH:53][CH:54]=2)=[C:18]([CH3:24])[CH:17]=1.